From a dataset of Catalyst prediction with 721,799 reactions and 888 catalyst types from USPTO. Predict which catalyst facilitates the given reaction. (1) Reactant: [F:1][C:2]1[CH:11]=[CH:10][C:9]([C:12]2[CH:21]=[CH:20][C:19]3[C:14](=[CH:15][CH:16]=[C:17]([OH:22])[CH:18]=3)[CH:13]=2)=[CH:8][C:3]=1[C:4]([O:6][CH3:7])=[O:5].C(=O)([O-])[O-].[Cs+].[Cs+].Cl[CH2:30][C:31]1[C:32]([C:39]2[C:44]([Cl:45])=[CH:43][CH:42]=[CH:41][C:40]=2[Cl:46])=[N:33][O:34][C:35]=1[CH:36]([CH3:38])[CH3:37].C(OCC)(=O)C. Product: [Cl:45][C:44]1[CH:43]=[CH:42][CH:41]=[C:40]([Cl:46])[C:39]=1[C:32]1[C:31]([CH2:30][O:22][C:17]2[CH:18]=[C:19]3[C:14](=[CH:15][CH:16]=2)[CH:13]=[C:12]([C:9]2[CH:10]=[CH:11][C:2]([F:1])=[C:3]([CH:8]=2)[C:4]([O:6][CH3:7])=[O:5])[CH:21]=[CH:20]3)=[C:35]([CH:36]([CH3:38])[CH3:37])[O:34][N:33]=1. The catalyst class is: 35. (2) Reactant: [Cl:1][C:2]1[C:3]([C:8]([OH:10])=[O:9])=[N:4][S:5][C:6]=1[Cl:7].CO.[CH3:13][Si](C=[N+]=[N-])(C)C.C(O)(=O)C. Product: [Cl:1][C:2]1[C:3]([C:8]([O:10][CH3:13])=[O:9])=[N:4][S:5][C:6]=1[Cl:7]. The catalyst class is: 30. (3) Product: [N:5]([C:6]1[CH:15]=[C:14]([C:16]([F:17])([F:18])[F:19])[CH:13]=[CH:12][C:7]=1[C:8]([O:10][CH3:11])=[O:9])=[C:1]=[S:2]. The catalyst class is: 793. Reactant: [C:1](Cl)(Cl)=[S:2].[NH2:5][C:6]1[CH:15]=[C:14]([C:16]([F:19])([F:18])[F:17])[CH:13]=[CH:12][C:7]=1[C:8]([O:10][CH3:11])=[O:9]. (4) Reactant: [C:1]([NH:4][CH2:5][CH2:6][C:7]1[CH:12]=[CH:11][CH:10]=[CH:9][C:8]=1[C:13]1[C:17]([Br:18])=[C:16]([C@@H:19]2[C@:24]([C:26]3[CH:31]=[CH:30][C:29]([F:32])=[C:28]([F:33])[CH:27]=3)([OH:25])[CH2:23][CH2:22][N:21](C(OC(C)(C)C)=O)[CH2:20]2)[O:15][N:14]=1)(=[O:3])[CH3:2].Cl.O1CCOCC1. Product: [Br:18][C:17]1[C:13]([C:8]2[CH:9]=[CH:10][CH:11]=[CH:12][C:7]=2[CH2:6][CH2:5][NH:4][C:1](=[O:3])[CH3:2])=[N:14][O:15][C:16]=1[C@@H:19]1[C@:24]([C:26]2[CH:31]=[CH:30][C:29]([F:32])=[C:28]([F:33])[CH:27]=2)([OH:25])[CH2:23][CH2:22][NH:21][CH2:20]1. The catalyst class is: 4. (5) Reactant: [F:1][C:2]([F:22])([F:21])[O:3][C:4]1[CH:5]=[C:6]([S:10]([C:13]2[CH:20]=[CH:19][C:16]([C:17]#[N:18])=[CH:15][CH:14]=2)(=[O:12])=[O:11])[CH:7]=[CH:8][CH:9]=1.N.[OH-].[K+]. Product: [F:22][C:2]([F:1])([F:21])[O:3][C:4]1[CH:5]=[C:6]([S:10]([C:13]2[CH:20]=[CH:19][C:16]([CH2:17][NH2:18])=[CH:15][CH:14]=2)(=[O:12])=[O:11])[CH:7]=[CH:8][CH:9]=1. The catalyst class is: 94.